This data is from Reaction yield outcomes from USPTO patents with 853,638 reactions. The task is: Predict the reaction yield, written as a fraction of the theoretical maximum amount of product (1.0 means a 100% yield; for example, 0.34 means a 34% yield). (1) The reactants are C[O:2][C:3](=O)[C:4]1[CH:9]=[C:8]([O:10][CH3:11])[CH:7]=[CH:6][C:5]=1[N:12]1[C:16]2[C:17](=[O:28])[N:18]([C:21]3[CH:26]=[CH:25][C:24]([I:27])=[CH:23][CH:22]=3)[CH2:19][CH2:20][C:15]=2[C:14]([C:29]([F:32])([F:31])[F:30])=[N:13]1.[CH3:34][N:35]1[CH2:39][CH2:38][CH2:37][CH:36]1[CH2:40][CH2:41][NH2:42].O. The catalyst is C(O)CO. The product is [I:27][C:24]1[CH:23]=[CH:22][C:21]([N:18]2[CH2:19][CH2:20][C:15]3[C:14]([C:29]([F:32])([F:30])[F:31])=[N:13][N:12]([C:5]4[CH:6]=[CH:7][C:8]([O:10][CH3:11])=[CH:9][C:4]=4[C:3]([NH:42][CH2:41][CH2:40][CH:36]4[CH2:37][CH2:38][CH2:39][N:35]4[CH3:34])=[O:2])[C:16]=3[C:17]2=[O:28])=[CH:26][CH:25]=1. The yield is 0.320. (2) The reactants are [CH2:1]1[CH2:14][O:13][C:8]23[O:9][CH2:10][CH2:11][O:12][C:3]2([C@:4]2([CH2:27][CH2:26][C@H:25]4[C@@H:15]([C:16](=O)[CH2:17][CH:18]5[C@:23]4([CH3:24])[CH2:22][CH2:21][CH2:20][CH2:19]5)[C@@H:6]2[CH2:7]3)[CH3:5])[O:2]1.[CH2:29]1COC23OCCOC2([C@]2(CC[C@H]4[C@@H](CC(=C)C5[C@]4(C)CCCC5)[C@@H]2C3)C)O1. No catalyst specified. The product is [CH2:1]1[CH2:14][O:13][C:8]23[O:9][CH2:10][CH2:11][O:12][C:3]2([C@:4]2([CH2:27][CH2:26][C@H:25]4[C@@H:15]([C:16](=[CH2:29])[CH2:17][CH:18]5[C@:23]4([CH3:24])[CH2:22][CH2:21][CH2:20][CH2:19]5)[C@@H:6]2[CH2:7]3)[CH3:5])[O:2]1. The yield is 0.850.